From a dataset of Peptide-MHC class I binding affinity with 185,985 pairs from IEDB/IMGT. Regression. Given a peptide amino acid sequence and an MHC pseudo amino acid sequence, predict their binding affinity value. This is MHC class I binding data. (1) The peptide sequence is PPALNCYWPL. The MHC is HLA-B51:01 with pseudo-sequence HLA-B51:01. The binding affinity (normalized) is 0.346. (2) The peptide sequence is LSSVNADTL. The MHC is H-2-Kb with pseudo-sequence H-2-Kb. The binding affinity (normalized) is 0.127. (3) The MHC is HLA-B07:02 with pseudo-sequence HLA-B07:02. The peptide sequence is RKCCRAKFKQLLQH. The binding affinity (normalized) is 0. (4) The peptide sequence is RLTGREGAV. The MHC is HLA-B15:01 with pseudo-sequence HLA-B15:01. The binding affinity (normalized) is 0.0847.